This data is from Forward reaction prediction with 1.9M reactions from USPTO patents (1976-2016). The task is: Predict the product of the given reaction. (1) The product is: [NH2:20][CH2:23][CH2:24][CH2:25][O:26][C:27]1[CH:62]=[CH:61][C:30]([C:31]([C:33]2[CH:38]=[CH:37][C:36]([NH:39][CH2:40][CH2:41][O:42][CH2:43][CH2:44][O:45][CH2:46][CH2:47][O:48][CH2:49][CH2:50][O:51][CH2:52][CH2:53][C:54]([O:56][C:57]([CH3:58])([CH3:60])[CH3:59])=[O:55])=[CH:35][CH:34]=2)=[O:32])=[CH:29][CH:28]=1. Given the reactants C1(P(C2C=CC=CC=2)C2C=CC=CC=2)C=CC=CC=1.[N:20]([CH2:23][CH2:24][CH2:25][O:26][C:27]1[CH:62]=[CH:61][C:30]([C:31]([C:33]2[CH:38]=[CH:37][C:36]([NH:39][CH2:40][CH2:41][O:42][CH2:43][CH2:44][O:45][CH2:46][CH2:47][O:48][CH2:49][CH2:50][O:51][CH2:52][CH2:53][C:54]([O:56][C:57]([CH3:60])([CH3:59])[CH3:58])=[O:55])=[CH:35][CH:34]=2)=[O:32])=[CH:29][CH:28]=1)=[N+]=[N-].O, predict the reaction product. (2) Given the reactants Br[C:2]1[N:3]=[CH:4][C:5]([C:8]([N:10]2[CH2:15][CH2:14][N:13]([C:16]3[C:21]([CH3:22])=[CH:20][C:19]([CH3:23])=[CH:18][N:17]=3)[CH2:12][CH2:11]2)=[O:9])=[N:6][CH:7]=1.[CH3:24][N:25]1[CH2:29][CH2:28][NH:27][C:26]1=[O:30], predict the reaction product. The product is: [CH3:22][C:21]1[C:16]([N:13]2[CH2:14][CH2:15][N:10]([C:8]([C:5]3[N:6]=[CH:7][C:2]([N:27]4[CH2:28][CH2:29][N:25]([CH3:24])[C:26]4=[O:30])=[N:3][CH:4]=3)=[O:9])[CH2:11][CH2:12]2)=[N:17][CH:18]=[C:19]([CH3:23])[CH:20]=1.